Dataset: Full USPTO retrosynthesis dataset with 1.9M reactions from patents (1976-2016). Task: Predict the reactants needed to synthesize the given product. (1) Given the product [N:21]1([C:2]2[CH:3]=[C:4]3[C:8](=[CH:9][CH:10]=2)[N:7]([C:11]2[CH:16]=[CH:15][CH:14]=[CH:13][CH:12]=2)[C:6]2[N:17]=[CH:18][CH:19]=[CH:20][C:5]3=2)[CH:25]=[CH:24][N:23]=[CH:22]1, predict the reactants needed to synthesize it. The reactants are: I[C:2]1[CH:3]=[C:4]2[C:8](=[CH:9][CH:10]=1)[N:7]([C:11]1[CH:16]=[CH:15][CH:14]=[CH:13][CH:12]=1)[C:6]1[N:17]=[CH:18][CH:19]=[CH:20][C:5]2=1.[NH:21]1[CH:25]=[CH:24][N:23]=[CH:22]1.C1(N)CCCCC1N.C([O-])([O-])=O.[K+].[K+]. (2) Given the product [C:42]([O:41][C:40]([N:39]([C:35]1[CH:34]=[C:33]([CH3:54])[C:32]([CH2:31][NH:30][C:2]2[C:3]3[C:4](=[N:8][N:9]([CH2:11][C:12]4[CH:29]=[CH:28][C:15]([CH2:16][N:17]5[CH:22]=[C:21]([C:23]([F:25])([F:26])[F:24])[CH:20]=[CH:19][C:18]5=[O:27])=[CH:14][CH:13]=4)[CH:10]=3)[N:5]=[CH:6][N:7]=2)=[C:37]([CH3:38])[N:36]=1)[C:47](=[O:48])[O:49][C:50]([CH3:53])([CH3:52])[CH3:51])=[O:46])([CH3:43])([CH3:44])[CH3:45], predict the reactants needed to synthesize it. The reactants are: Cl[C:2]1[C:3]2[C:4](=[N:8][N:9]([CH2:11][C:12]3[CH:29]=[CH:28][C:15]([CH2:16][N:17]4[CH:22]=[C:21]([C:23]([F:26])([F:25])[F:24])[CH:20]=[CH:19][C:18]4=[O:27])=[CH:14][CH:13]=3)[CH:10]=2)[N:5]=[CH:6][N:7]=1.[NH2:30][CH2:31][C:32]1[C:33]([CH3:54])=[CH:34][C:35]([N:39]([C:47]([O:49][C:50]([CH3:53])([CH3:52])[CH3:51])=[O:48])[C:40](=[O:46])[O:41][C:42]([CH3:45])([CH3:44])[CH3:43])=[N:36][C:37]=1[CH3:38].